Dataset: Full USPTO retrosynthesis dataset with 1.9M reactions from patents (1976-2016). Task: Predict the reactants needed to synthesize the given product. Given the product [Br:28][C:8]1[CH:7]=[CH:6][C:5]([OH:9])=[CH:4][C:3]=1[C:1]#[N:2], predict the reactants needed to synthesize it. The reactants are: [C:1]([C:3]1[CH:4]=[C:5]([OH:9])[CH:6]=[CH:7][CH:8]=1)#[N:2].[H+].[B-](F)(F)(F)F.CCOCC.C1C(=O)N([Br:28])C(=O)C1.